From a dataset of Catalyst prediction with 721,799 reactions and 888 catalyst types from USPTO. Predict which catalyst facilitates the given reaction. (1) Reactant: Cl[C:2]1[C:11]2=[N:12][N:13](CC3C=CC(OC)=CC=3)[CH:14]=[C:10]2[C:9]2[CH:8]=[CH:7][CH:6]=[C:5]([O:24][CH3:25])[C:4]=2[N:3]=1.[CH:26]1([C:29]2[NH:33][N:32]=[C:31]([NH2:34])[CH:30]=2)[CH2:28][CH2:27]1.Cl. Product: [CH:26]1([C:29]2[NH:33][N:32]=[C:31]([NH:34][C:2]3[C:11]4=[N:12][NH:13][CH:14]=[C:10]4[C:9]4[CH:8]=[CH:7][CH:6]=[C:5]([O:24][CH3:25])[C:4]=4[N:3]=3)[CH:30]=2)[CH2:28][CH2:27]1. The catalyst class is: 71. (2) Reactant: Cl.[N+:2]([C:5]1[CH:6]=[C:7]([CH:10]=[CH:11][CH:12]=1)[CH2:8][NH2:9])([O-:4])=[O:3].[OH-].[Na+].[CH3:15][S:16]([CH:19]=[CH2:20])(=[O:18])=[O:17]. Product: [CH3:15][S:16]([CH2:19][CH2:20][NH:9][CH2:8][C:7]1[CH:10]=[CH:11][CH:12]=[C:5]([N+:2]([O-:4])=[O:3])[CH:6]=1)(=[O:18])=[O:17]. The catalyst class is: 2. (3) Product: [CH3:1][O:2][C:3]([C@H:5]1[CH2:10][CH2:9][C@H:8]([C:11]2[O:12][N:19]=[C:14]3[CH2:15][CH2:16][CH2:17][CH2:18][C:13]=23)[CH2:7][CH2:6]1)=[O:4]. The catalyst class is: 5. Reactant: [CH3:1][O:2][C:3]([C@H:5]1[CH2:10][CH2:9][C@H:8]([C:11]([CH:13]2[CH2:18][CH2:17][CH2:16][CH2:15][C:14]2=[N:19]N(C)C)=[O:12])[CH2:7][CH2:6]1)=[O:4].C([O-])(=O)C.[Na+].Cl.NO. (4) Reactant: [CH3:1][N:2]([C:11]1[CH:12]=[CH:13][CH:14]=[C:15]2[C:19]=1[NH:18][C:17]([C:20]1[S:21][C:22]3([CH2:29][CH2:28][NH:27][CH2:26][CH2:25]3)[CH2:23][N:24]=1)=[CH:16]2)[S:3]([C:6]1[S:7][CH:8]=[CH:9][CH:10]=1)(=[O:5])=[O:4].Cl[CH2:31][C:32]1N=CO[N:33]=1.C(=O)([O-])[O-].[K+].[K+].CN(C)C=O. Product: [C:32]([CH2:31][N:27]1[CH2:28][CH2:29][C:22]2([S:21][C:20]([C:17]3[NH:18][C:19]4[C:15]([CH:16]=3)=[CH:14][CH:13]=[CH:12][C:11]=4[N:2]([CH3:1])[S:3]([C:6]3[S:7][CH:8]=[CH:9][CH:10]=3)(=[O:4])=[O:5])=[N:24][CH2:23]2)[CH2:25][CH2:26]1)#[N:33]. The catalyst class is: 6. (5) Reactant: [Cl:1][C:2]1[CH:18]=[C:17]([Cl:19])[CH:16]=[C:15]([Cl:20])[C:3]=1[C:4]([NH:6][C:7]1[S:11][CH:10]=[N:9][C:8]=1[C:12]([OH:14])=O)=[O:5].[NH2:21][C:22]1[CH:27]=[CH:26][CH:25]=[CH:24][CH:23]=1.C1C=CC2N(O)N=NC=2C=1.CCN=C=NCCCN(C)C. Product: [C:22]1([NH:21][C:12]([C:8]2[N:9]=[CH:10][S:11][C:7]=2[NH:6][C:4](=[O:5])[C:3]2[C:15]([Cl:20])=[CH:16][C:17]([Cl:19])=[CH:18][C:2]=2[Cl:1])=[O:14])[CH:27]=[CH:26][CH:25]=[CH:24][CH:23]=1. The catalyst class is: 3.